This data is from Forward reaction prediction with 1.9M reactions from USPTO patents (1976-2016). The task is: Predict the product of the given reaction. (1) Given the reactants ClC(Cl)(OC(=O)[O:6][C:7]([Cl:10])(Cl)Cl)Cl.C(N(CC)CC)C.Cl.[F:21][C:22]1[CH:27]=[CH:26][C:25]([N:28]2[C:32]3[N:33]=[CH:34][N:35]([CH2:38][C:39]4([OH:45])[CH2:44][CH2:43][NH:42][CH2:41][CH2:40]4)[C:36](=[O:37])[C:31]=3[CH:30]=[N:29]2)=[CH:24][CH:23]=1, predict the reaction product. The product is: [F:21][C:22]1[CH:23]=[CH:24][C:25]([N:28]2[C:32]3[N:33]=[CH:34][N:35]([CH2:38][C:39]4([OH:45])[CH2:44][CH2:43][N:42]([C:7]([Cl:10])=[O:6])[CH2:41][CH2:40]4)[C:36](=[O:37])[C:31]=3[CH:30]=[N:29]2)=[CH:26][CH:27]=1. (2) Given the reactants [CH3:1][C:2]1[C:7]([NH:8][C:9]([CH:11]2[N:16]([CH3:17])[CH2:15][CH2:14][CH2:13][CH2:12]2)=[O:10])=[C:6]([CH3:18])[CH:5]=[CH:4][CH:3]=1.Cl.C(=O)([O-])ON1C(=O)CCC1=O.C(=O)([O-])[O-], predict the reaction product. The product is: [CH3:1][C:2]1[C:7]([NH:8][C:9]([CH:11]2[N:16]([CH3:17])[CH2:15][CH2:14][CH2:13][CH2:12]2)=[O:10])=[C:6]([CH3:18])[CH:5]=[CH:4][CH:3]=1. (3) Given the reactants [C:1]([NH:24][CH:25]([CH2:29][CH:30]([CH3:32])[CH3:31])[C:26]([OH:28])=[O:27])(=[O:23])[CH2:2][CH2:3][CH:4]=[CH:5][CH2:6][CH:7]=[CH:8][CH2:9][CH:10]=[CH:11][CH2:12][CH:13]=[CH:14][CH2:15][CH:16]=[CH:17][CH2:18][CH:19]=[CH:20][CH2:21][CH3:22].O[C:34]1[CH:44]=[CH:43][CH:42]=[CH:41][C:35]=1[C:36]([O:38][CH2:39][CH3:40])=[O:37].C1CCC(N=C=NC2CCCCC2)CC1, predict the reaction product. The product is: [C:1]([NH:24][CH:25]([CH2:29][CH:30]([CH3:31])[CH3:32])[C:26]([O:28][C:41]1[CH:42]=[CH:43][CH:44]=[CH:34][C:35]=1[C:36]([O:38][CH2:39][CH3:40])=[O:37])=[O:27])(=[O:23])[CH2:2][CH2:3][CH:4]=[CH:5][CH2:6][CH:7]=[CH:8][CH2:9][CH:10]=[CH:11][CH2:12][CH:13]=[CH:14][CH2:15][CH:16]=[CH:17][CH2:18][CH:19]=[CH:20][CH2:21][CH3:22]. (4) Given the reactants [CH2:1]([O:3][C:4]([CH:6]1[CH2:11][CH2:10][CH:9]([CH3:12])[CH2:8][CH:7]1O)=[O:5])[CH3:2].C1(P([N:28]=[N+:29]=[N-:30])(C2C=CC=CC=2)=O)C=CC=CC=1.C1(P(C2C=CC=CC=2)C2C=CC=CC=2)C=CC=CC=1.N(C(OCC)=O)=NC(OCC)=O, predict the reaction product. The product is: [CH2:1]([O:3][C:4]([CH:6]1[CH2:11][CH2:10][CH:9]([CH3:12])[CH2:8][CH:7]1[N:28]=[N+:29]=[N-:30])=[O:5])[CH3:2]. (5) Given the reactants [BH4-].[Na+].[N:3]1[N:4]([CH2:12][CH2:13][C:14]#[C:15][C:16]2[N:21]=[C:20]([C:22](=[O:24])[CH3:23])[CH:19]=[CH:18][CH:17]=2)[N:5]=[C:6]2[CH:11]=[CH:10][CH:9]=[CH:8][C:7]=12, predict the reaction product. The product is: [N:3]1[N:4]([CH2:12][CH2:13][C:14]#[C:15][C:16]2[N:21]=[C:20]([CH:22]([OH:24])[CH3:23])[CH:19]=[CH:18][CH:17]=2)[N:5]=[C:6]2[CH:11]=[CH:10][CH:9]=[CH:8][C:7]=12. (6) The product is: [CH2:33]([O:32][C:30](=[O:31])[C:29]1[CH:35]=[CH:36][C:26]([NH:25][C:20]([C:17]2[CH:18]=[CH:19][C:14]3[O:13][CH2:12][N:11]([S:8]([C:6]4[CH:7]=[C:2]([Cl:1])[CH:3]=[CH:4][C:5]=4[O:23][CH3:24])(=[O:9])=[O:10])[C:15]=3[CH:16]=2)=[O:22])=[CH:27][C:28]=1[Cl:37])[CH3:34]. Given the reactants [Cl:1][C:2]1[CH:3]=[CH:4][C:5]([O:23][CH3:24])=[C:6]([S:8]([N:11]2[C:15]3[CH:16]=[C:17]([C:20]([OH:22])=O)[CH:18]=[CH:19][C:14]=3[O:13][CH2:12]2)(=[O:10])=[O:9])[CH:7]=1.[NH2:25][C:26]1[CH:36]=[CH:35][C:29]([C:30]([O:32][CH2:33][CH3:34])=[O:31])=[C:28]([Cl:37])[CH:27]=1.CN1CCOCC1.F[P-](F)(F)(F)(F)F.N1(OC(N(C)C)=[N+](C)C)C2N=CC=CC=2N=N1, predict the reaction product.